From a dataset of Catalyst prediction with 721,799 reactions and 888 catalyst types from USPTO. Predict which catalyst facilitates the given reaction. (1) Reactant: [C:1]([C:5]1[CH:10]=[C:9]([Cl:11])[CH:8]=[CH:7][C:6]=1[NH:12]C(=O)C)([CH3:4])([CH3:3])[CH3:2].Cl.[OH-].[Na+]. Product: [C:1]([C:5]1[CH:10]=[C:9]([Cl:11])[CH:8]=[CH:7][C:6]=1[NH2:12])([CH3:4])([CH3:2])[CH3:3]. The catalyst class is: 14. (2) Reactant: [CH2:1]([O:3][C:4](=[O:46])[CH2:5][NH:6][C:7]([C:9]1[C:14]([O:15]CC2C=CC=CC=2)=[C:13]([CH3:23])[N:12]=[C:11]([CH2:24][CH:25]2[CH2:30][CH2:29][N:28]([C:31]3[CH:36]=[CH:35][C:34]([C:37]4[CH:42]=[CH:41][C:40]([CH2:43][OH:44])=[CH:39][CH:38]=4)=[C:33]([Cl:45])[CH:32]=3)[CH2:27][CH2:26]2)[N:10]=1)=[O:8])[CH3:2].[F:47][C:48]([F:53])([F:52])[C:49](O)=[O:50].C(=O)([O-])O.[Na+]. Product: [Cl:45][C:33]1[CH:32]=[C:31]([N:28]2[CH2:29][CH2:30][CH:25]([CH2:24][C:11]3[N:10]=[C:9]([C:7]([NH:6][CH2:5][C:4]([O:3][CH2:1][CH3:2])=[O:46])=[O:8])[C:14]([OH:15])=[C:13]([CH3:23])[N:12]=3)[CH2:26][CH2:27]2)[CH:36]=[CH:35][C:34]=1[C:37]1[CH:42]=[CH:41][C:40]([CH2:43][O:44][C:49](=[O:50])[C:48]([F:53])([F:52])[F:47])=[CH:39][CH:38]=1. The catalyst class is: 4. (3) Reactant: [Cl:1][C:2]1[CH:7]=[CH:6][CH:5]=[CH:4][C:3]=1[C:8]1[C:12]([C:13]2[N:17]([CH2:18][O:19][CH2:20][CH2:21][Si:22]([CH3:25])([CH3:24])[CH3:23])[CH:16]=[N:15][N:14]=2)=[CH:11][N:10]([C:26]2[C:31]([CH3:32])=[CH:30][N:29]=[C:28]([N:33](COCC[Si](C)(C)C)C(=O)C)[CH:27]=2)[N:9]=1.[OH-].[Na+]. Product: [Cl:1][C:2]1[CH:7]=[CH:6][CH:5]=[CH:4][C:3]=1[C:8]1[C:12]([C:13]2[N:17]([CH2:18][O:19][CH2:20][CH2:21][Si:22]([CH3:25])([CH3:24])[CH3:23])[CH:16]=[N:15][N:14]=2)=[CH:11][N:10]([C:26]2[C:31]([CH3:32])=[CH:30][N:29]=[C:28]([NH2:33])[CH:27]=2)[N:9]=1. The catalyst class is: 14. (4) Reactant: [Cl:1][C:2]1[CH:7]=[C:6](B2OC(C)(C)C(C)(C)O2)[CH:5]=[CH:4][C:3]=1[C:17]([OH:27])([C:24]#[C:25][CH3:26])[CH2:18][N:19]1[CH:23]=[N:22][CH:21]=[N:20]1.[OH-:28].[Na+].OO.O. Product: [Cl:1][C:2]1[CH:7]=[C:6]([OH:28])[CH:5]=[CH:4][C:3]=1[C:17]([OH:27])([CH2:18][N:19]1[CH:23]=[N:22][CH:21]=[N:20]1)[C:24]#[C:25][CH3:26]. The catalyst class is: 5. (5) Reactant: [CH2:1]([N:3]([CH:28]1[CH2:33][CH2:32][NH:31][CH2:30][CH2:29]1)[C:4]1[C:9]2[CH2:10][CH:11]=[CH:12][CH2:13][CH2:14][CH2:15][C:16]3[CH:25]=[C:24]([CH3:26])[CH2:23][C:22](=[O:27])[C:17]=3[CH2:18][NH:19][C:20](=[O:21])[C:8]=2[CH:7]=[N:6][CH:5]=1)[CH3:2].[BH3-]C#N.[Na+].[CH3:38][C:39]([CH3:41])=O.CC(O)=O. Product: [CH2:1]([N:3]([CH:28]1[CH2:29][CH2:30][N:31]([CH:39]([CH3:41])[CH3:38])[CH2:32][CH2:33]1)[C:4]1[C:9]2[CH2:10][CH:11]=[CH:12][CH2:13][CH2:14][CH2:15][C:16]3[CH:25]=[C:24]([CH3:26])[CH2:23][C:22](=[O:27])[C:17]=3[CH2:18][NH:19][C:20](=[O:21])[C:8]=2[CH:7]=[N:6][CH:5]=1)[CH3:2]. The catalyst class is: 5. (6) Reactant: [NH2:1][CH2:2][C:3]1[CH:4]=[C:5]([C:9]2[CH:18]=[CH:17][C:16]3[N:15]=[CH:14][C:13]4[N:19]([CH3:30])[C:20](=[O:29])[N:21]([C:22]5[C:23]([CH3:28])=[N:24][N:25]([CH3:27])[CH:26]=5)[C:12]=4[C:11]=3[CH:10]=2)[CH:6]=[N:7][CH:8]=1.CCN(C(C)C)C(C)C.[C:40](Cl)(=[O:42])[CH3:41]. The catalyst class is: 4. Product: [CH3:27][N:25]1[CH:26]=[C:22]([N:21]2[C:12]3[C:11]4[CH:10]=[C:9]([C:5]5[CH:4]=[C:3]([CH2:2][NH:1][C:40](=[O:42])[CH3:41])[CH:8]=[N:7][CH:6]=5)[CH:18]=[CH:17][C:16]=4[N:15]=[CH:14][C:13]=3[N:19]([CH3:30])[C:20]2=[O:29])[C:23]([CH3:28])=[N:24]1. (7) Reactant: [CH3:1][S:2][C:3]1[N:8]=[C:7]([NH2:9])[CH:6]=[C:5]([CH2:10][C:11]2[CH:16]=[CH:15][CH:14]=[CH:13][CH:12]=2)[N:4]=1.[H-].[Na+].Cl[C:20]1[S:21][C:22]2[CH:28]=[CH:27][CH:26]=[CH:25][C:23]=2[N:24]=1.[Cl-].[NH4+]. Product: [CH3:1][S:2][C:3]1[N:8]=[C:7]([NH:9][C:20]2[S:21][C:22]3[CH:28]=[CH:27][CH:26]=[CH:25][C:23]=3[N:24]=2)[CH:6]=[C:5]([CH2:10][C:11]2[CH:16]=[CH:15][CH:14]=[CH:13][CH:12]=2)[N:4]=1. The catalyst class is: 217. (8) Reactant: [NH2:1][CH2:2][C:3]1[C:8]([CH2:9][CH3:10])=[N:7][C:6]2[N:11]([CH2:14][CH3:15])[N:12]=[CH:13][C:5]=2[C:4]=1[NH:16][CH:17]1[CH2:22][CH2:21][O:20][CH2:19][CH2:18]1.[CH3:23][O:24][C:25]([C:27]1[CH:28]=[C:29]([CH:33]=[CH:34][CH:35]=1)[C:30](O)=[O:31])=[O:26].C(Cl)CCl. Product: [CH2:14]([N:11]1[C:6]2=[N:7][C:8]([CH2:9][CH3:10])=[C:3]([CH2:2][NH:1][C:30]([C:29]3[CH:28]=[C:27]([CH:35]=[CH:34][CH:33]=3)[C:25]([O:24][CH3:23])=[O:26])=[O:31])[C:4]([NH:16][CH:17]3[CH2:18][CH2:19][O:20][CH2:21][CH2:22]3)=[C:5]2[CH:13]=[N:12]1)[CH3:15]. The catalyst class is: 2. (9) Reactant: [F-].C([NH3+])(C)(C)C.[Si]([O:24][CH2:25][C:26]1[C:27]([N:42]2[CH2:47][C@H:46]([CH3:48])[O:45][C@H:44]([CH3:49])[CH2:43]2)=[C:28]([F:41])[C:29]([F:40])=[C:30]([C:32]([C:34]2[CH:39]=[CH:38][CH:37]=[CH:36][CH:35]=2)=[O:33])[CH:31]=1)(C(C)(C)C)(C1C=CC=CC=1)C1C=CC=CC=1. Product: [CH3:48][C@H:46]1[O:45][C@@H:44]([CH3:49])[CH2:43][N:42]([C:27]2[C:26]([CH2:25][OH:24])=[CH:31][C:30]([C:32]([C:34]3[CH:39]=[CH:38][CH:37]=[CH:36][CH:35]=3)=[O:33])=[C:29]([F:40])[C:28]=2[F:41])[CH2:47]1. The catalyst class is: 1.